This data is from Full USPTO retrosynthesis dataset with 1.9M reactions from patents (1976-2016). The task is: Predict the reactants needed to synthesize the given product. (1) Given the product [F:1][C:2]1[CH:3]=[C:4]([CH:13]=[CH:14][CH:15]=1)[O:5][C:6]1[CH:7]=[C:8]([CH2:11][NH2:16])[S:9][CH:10]=1, predict the reactants needed to synthesize it. The reactants are: [F:1][C:2]1[CH:3]=[C:4]([CH:13]=[CH:14][CH:15]=1)[O:5][C:6]1[CH:7]=[C:8]([CH:11]=O)[S:9][CH:10]=1.[NH3:16].CO. (2) Given the product [Br:16][C:14]1[CH:15]=[C:10]([NH:8][C:4]2[CH:3]=[C:2]([CH3:1])[N:7]=[CH:6][N:5]=2)[C:11](=[O:18])[N:12]([CH3:17])[CH:13]=1, predict the reactants needed to synthesize it. The reactants are: [CH3:1][C:2]1[N:7]=[CH:6][N:5]=[C:4]([NH2:8])[CH:3]=1.Br[C:10]1[C:11](=[O:18])[N:12]([CH3:17])[CH:13]=[C:14]([Br:16])[CH:15]=1.CC1(C)C2C(=C(P(C3C=CC=CC=3)C3C=CC=CC=3)C=CC=2)OC2C(P(C3C=CC=CC=3)C3C=CC=CC=3)=CC=CC1=2.C([O-])([O-])=O.[Cs+].[Cs+].